Dataset: Catalyst prediction with 721,799 reactions and 888 catalyst types from USPTO. Task: Predict which catalyst facilitates the given reaction. (1) Reactant: [BH4-].[Na+].CO.[C:5]([NH:8][C:9]1[S:10][C:11]2[C:16]([N:17]=1)=[CH:15][CH:14]=[C:13]([O:18][C:19]1[C:20]([Cl:33])=[CH:21][C:22]([F:32])=[C:23]([NH:25]C(=O)C(F)(F)F)[CH:24]=1)[N:12]=2)(=[O:7])[CH3:6].O. Product: [NH2:25][C:23]1[C:22]([F:32])=[CH:21][C:20]([Cl:33])=[C:19]([CH:24]=1)[O:18][C:13]1[N:12]=[C:11]2[S:10][C:9]([NH:8][C:5](=[O:7])[CH3:6])=[N:17][C:16]2=[CH:15][CH:14]=1. The catalyst class is: 8. (2) Reactant: [CH2:1]([Li])[CH2:2][CH2:3][CH3:4].F[C:7]1[CH:15]=[CH:14][CH:13]=[C:12]([F:16])[C:8]=1[C:9]([OH:11])=[O:10].O. Product: [F:16][C:12]1[CH:13]=[CH:14][CH:15]=[C:7]([CH2:1][CH2:2][CH2:3][CH3:4])[C:8]=1[C:9]([OH:11])=[O:10]. The catalyst class is: 1. (3) Reactant: [Cl:1][C:2]1[N:11]=[C:10]([O:12][CH2:13][C@@H:14]2[CH2:19][NH:18][C:17](=[O:20])[CH2:16][O:15]2)[C:9]2[C:4](=[N:5][CH:6]=[CH:7][N:8]=2)[CH:3]=1.[H-].[Na+].[CH3:23]I. Product: [Cl:1][C:2]1[N:11]=[C:10]([O:12][CH2:13][C@@H:14]2[CH2:19][N:18]([CH3:23])[C:17](=[O:20])[CH2:16][O:15]2)[C:9]2[C:4](=[N:5][CH:6]=[CH:7][N:8]=2)[CH:3]=1. The catalyst class is: 3. (4) Reactant: [CH3:1][NH2:2].Br[CH2:4][CH2:5][C:6]1[CH:11]=[CH:10][C:9]([N+:12]([O-:14])=[O:13])=[CH:8][CH:7]=1.Cl. Product: [CH3:1][NH:2][CH2:4][CH2:5][C:6]1[CH:11]=[CH:10][C:9]([N+:12]([O-:14])=[O:13])=[CH:8][CH:7]=1. The catalyst class is: 46.